The task is: Predict the reaction yield, written as a fraction of the theoretical maximum amount of product (1.0 means a 100% yield; for example, 0.34 means a 34% yield).. This data is from Reaction yield outcomes from USPTO patents with 853,638 reactions. (1) The reactants are C1C=CC(C2C=CC=CC=2)=CC=1.C1C=CC(OC2C=CC=CC=2)=CC=1.[Br:26][C:27]1[CH:32]=[CH:31][C:30]([NH:33][CH:34]=[C:35]([C:41](=[O:45])[CH2:42][CH2:43][CH3:44])[C:36]([O:38]CC)=O)=[CH:29][CH:28]=1. No catalyst specified. The product is [Br:26][C:27]1[CH:28]=[C:29]2[C:30](=[CH:31][CH:32]=1)[N:33]=[CH:34][C:35]([C:41](=[O:45])[CH2:42][CH2:43][CH3:44])=[C:36]2[OH:38]. The yield is 0.530. (2) The reactants are [CH2:1]([O:3][C:4]([C:6]1[C:15](=O)[C:14]2[C:9](=[N:10][C:11]([CH3:17])=[CH:12][CH:13]=2)[NH:8][CH:7]=1)=[O:5])[CH3:2].O=P(Cl)(Cl)[Cl:20]. No catalyst specified. The product is [CH2:1]([O:3][C:4]([C:6]1[CH:7]=[N:8][C:9]2[C:14]([C:15]=1[Cl:20])=[CH:13][CH:12]=[C:11]([CH3:17])[N:10]=2)=[O:5])[CH3:2]. The yield is 0.570. (3) The reactants are [Cl:1][C:2]1[N:7]=[C:6]([Cl:8])[CH:5]=[C:4](Cl)[N:3]=1.[F:10][C:11]([F:21])([F:20])[O:12][C:13]1[CH:19]=[CH:18][C:16]([NH2:17])=[CH:15][CH:14]=1.C([O-])([O-])=O.[K+].[K+]. The catalyst is C(O)C. The product is [Cl:1][C:2]1[N:3]=[C:4]([NH:17][C:16]2[CH:18]=[CH:19][C:13]([O:12][C:11]([F:10])([F:20])[F:21])=[CH:14][CH:15]=2)[CH:5]=[C:6]([Cl:8])[N:7]=1. The yield is 0.960. (4) The reactants are [ClH:1].[CH:2]1([CH2:5][N:6]([C:14]2[C:15]([CH2:24][CH3:25])=[N:16][N:17]3[C:22]([I:23])=[CH:21][CH:20]=[CH:19][C:18]=23)[CH2:7][CH:8]2[CH2:13][CH2:12][O:11][CH2:10][CH2:9]2)[CH2:4][CH2:3]1. The catalyst is C(O)(C)C.C(=O)(OC)OC. The product is [ClH:1].[CH:2]1([CH2:5][N:6]([C:14]2[C:15]([CH2:24][CH3:25])=[N:16][N:17]3[C:22]([I:23])=[CH:21][CH:20]=[CH:19][C:18]=23)[CH2:7][CH:8]2[CH2:13][CH2:12][O:11][CH2:10][CH2:9]2)[CH2:4][CH2:3]1. The yield is 0.937. (5) The reactants are [NH2:1][C:2]1[C:10]([Cl:11])=[CH:9][CH:8]=[CH:7][C:3]=1[C:4]([OH:6])=[O:5].FC1C=CC=CC=1C(Cl)=O.[CH3:22][O:23][C:24]1[CH:32]=[CH:31][CH:30]=[CH:29][C:25]=1[C:26](Cl)=O. No catalyst specified. The product is [Cl:11][C:10]1[C:2]2[N:1]=[C:26]([C:25]3[CH:29]=[CH:30][CH:31]=[CH:32][C:24]=3[O:23][CH3:22])[O:5][C:4](=[O:6])[C:3]=2[CH:7]=[CH:8][CH:9]=1. The yield is 0.510. (6) The reactants are [Cl:1][C:2]1[C:3]([C:23](OCC)=[O:24])=[C:4]([CH3:22])[N:5]([S:13]([C:16]2[CH:21]=[CH:20][CH:19]=[CH:18][CH:17]=2)(=[O:15])=[O:14])[C:6]=1[C:7]1[CH:12]=[CH:11][CH:10]=[CH:9][CH:8]=1.[H-].C([Al+]CC(C)C)C(C)C.C[N+]1([O-])CCOCC1. The catalyst is C1(C)C=CC=CC=1.[Ru]([O-])(=O)(=O)=O.C([N+](CCC)(CCC)CCC)CC. The product is [Cl:1][C:2]1[C:3]([CH:23]=[O:24])=[C:4]([CH3:22])[N:5]([S:13]([C:16]2[CH:17]=[CH:18][CH:19]=[CH:20][CH:21]=2)(=[O:15])=[O:14])[C:6]=1[C:7]1[CH:8]=[CH:9][CH:10]=[CH:11][CH:12]=1. The yield is 0.550. (7) The reactants are [CH3:1][C:2]1([CH3:32])[CH2:7][C:6](=[O:8])[CH2:5][C:4]([CH3:10])([CH3:9])[P:3]1[C:11]1[CH:16]=[CH:15][CH:14]=[CH:13][C:12]=1[C:17]1[C:22]([CH:23]([CH3:25])[CH3:24])=[CH:21][C:20]([CH:26]([CH3:28])[CH3:27])=[CH:19][C:18]=1[CH:29]([CH3:31])[CH3:30].[H-].[Al+3].[Li+].[H-].[H-].[H-]. No catalyst specified. The product is [CH3:10][C:4]1([CH3:9])[CH2:5][CH:6]([OH:8])[CH2:7][C:2]([CH3:1])([CH3:32])[P:3]1[C:11]1[CH:16]=[CH:15][CH:14]=[CH:13][C:12]=1[C:17]1[C:22]([CH:23]([CH3:24])[CH3:25])=[CH:21][C:20]([CH:26]([CH3:28])[CH3:27])=[CH:19][C:18]=1[CH:29]([CH3:31])[CH3:30]. The yield is 0.880.